The task is: Predict the reactants needed to synthesize the given product.. This data is from Full USPTO retrosynthesis dataset with 1.9M reactions from patents (1976-2016). (1) Given the product [N:55]1([CH2:54][C@@H:50]2[CH2:51][CH2:52][CH2:53][N:49]2[C:12]([C:11]2[CH:10]=[CH:9][C:8]([C:7]3[CH:6]=[CH:5][S:4][C:3]=3[C:1]#[N:2])=[CH:16][CH:15]=2)=[O:14])[CH2:59][CH2:58][CH2:57][CH2:56]1, predict the reactants needed to synthesize it. The reactants are: [C:1]([C:3]1[S:4][CH:5]=[CH:6][C:7]=1[C:8]1[CH:16]=[CH:15][C:11]([C:12]([OH:14])=O)=[CH:10][CH:9]=1)#[N:2].[Li].CCN=C=NCCCN(C)C.Cl.C1C=CC2N(O)N=NC=2C=1.CCN(C(C)C)C(C)C.[NH:49]1[CH2:53][CH2:52][CH2:51][C@H:50]1[CH2:54][N:55]1[CH2:59][CH2:58][CH2:57][CH2:56]1. (2) Given the product [F:15][C:4]1[C:3]([CH3:16])=[C:2]([CH:7]=[C:6]([C:8]2[CH:13]=[CH:12][CH:11]=[C:10]([F:14])[CH:9]=2)[CH:5]=1)[C:17]([O:20][CH3:24])=[O:19], predict the reactants needed to synthesize it. The reactants are: Br[C:2]1[CH:7]=[C:6]([C:8]2[CH:13]=[CH:12][CH:11]=[C:10]([F:14])[CH:9]=2)[CH:5]=[C:4]([F:15])[C:3]=1[CH3:16].[C:17]([O-:20])(=[O:19])C.[K+].[C]=O.[CH3:24]O. (3) Given the product [NH2:1][C:2]1[N:7]=[C:6]([N:8]2[CH:17]([CH3:18])[CH2:16][C:15]3[C:10](=[CH:11][C:12]([C:19]4[CH:20]=[C:21]([C:25]([NH:42][CH3:46])=[O:26])[N:22]([CH3:24])[CH:23]=4)=[CH:13][CH:14]=3)[CH2:9]2)[CH:5]=[C:4]([N:28]2[CH2:33][CH2:32][N:31]([CH3:34])[CH2:30][CH2:29]2)[N:3]=1, predict the reactants needed to synthesize it. The reactants are: [NH2:1][C:2]1[N:7]=[C:6]([N:8]2[CH:17]([CH3:18])[CH2:16][C:15]3[C:10](=[CH:11][C:12]([C:19]4[CH:20]=[C:21]([C:25](O)=[O:26])[N:22]([CH3:24])[CH:23]=4)=[CH:13][CH:14]=3)[CH2:9]2)[CH:5]=[C:4]([N:28]2[CH2:33][CH2:32][N:31]([CH3:34])[CH2:30][CH2:29]2)[N:3]=1.F[P-](F)(F)(F)(F)F.[N:42]1(O[P+](N(C)C)(N(C)C)N(C)C)[C:46]2C=CC=CC=2N=N1.CN.C1COCC1.C(N(CC)CC)C. (4) Given the product [S:1]1[C:5]2[CH:6]=[C:7]([NH:10][C:11]3[C:12]4[CH:19]=[C:18]([C:20]5[CH2:21][CH2:22][N:23]([C:26]([C:28]6([CH2:31][N:36]7[CH2:37][CH2:39][CH2:42][CH2:41][CH2:40]7)[CH2:29][CH2:30]6)=[O:27])[CH2:24][CH:25]=5)[NH:17][C:13]=4[N:14]=[CH:15][N:16]=3)[CH:8]=[CH:9][C:4]=2[N:3]=[CH:2]1, predict the reactants needed to synthesize it. The reactants are: [S:1]1[C:5]2[CH:6]=[C:7]([NH:10][C:11]3[C:12]4[CH:19]=[C:18]([C:20]5[CH2:21][CH2:22][N:23]([C:26]([C:28]6([CH2:31]O)[CH2:30][CH2:29]6)=[O:27])[CH2:24][CH:25]=5)[NH:17][C:13]=4[N:14]=[CH:15][N:16]=3)[CH:8]=[CH:9][C:4]=2[N:3]=[CH:2]1.C([N:36]([CH2:40][CH3:41])[CH:37]([CH3:39])C)(C)C.[CH3:42]S(OS(C)(=O)=O)(=O)=O. (5) Given the product [O:1]1[C:5]2[CH:6]=[CH:7][C:8]([C:10]3([C:13]([NH:15][C:16]4[CH:17]=[N:18][C:19]([C:22]5[CH:27]=[CH:26][CH:25]=[CH:24][C:23]=5[O:29][CH3:28])=[CH:20][CH:21]=4)=[O:14])[CH2:12][CH2:11]3)=[CH:9][C:4]=2[O:3][CH2:2]1, predict the reactants needed to synthesize it. The reactants are: [O:1]1[C:5]2[CH:6]=[CH:7][C:8]([C:10]3([C:13]([NH:15][C:16]4[CH:17]=[N:18][C:19]([C:22]5[CH:27]=[CH:26][CH:25]=[CH:24][CH:23]=5)=[CH:20][CH:21]=4)=[O:14])[CH2:12][CH2:11]3)=[CH:9][C:4]=2[O:3][CH2:2]1.[CH3:28][O:29]C1C=CC=CC=1B(O)O.O1C2C=CC(C3(C(NC4C=NC(Br)=CC=4)=O)CC3)=CC=2OC1.